This data is from Forward reaction prediction with 1.9M reactions from USPTO patents (1976-2016). The task is: Predict the product of the given reaction. (1) The product is: [CH3:8][C:7]1[CH:9]=[CH:10][C:4]([S:1]([O:23][CH2:22][CH2:21][C@@H:20]([C:15]2[CH:16]=[C:17]([F:19])[CH:18]=[C:13]([F:12])[CH:14]=2)[C:24]2[CH:29]=[CH:28][C:27]([S:30]([CH3:33])(=[O:32])=[O:31])=[CH:26][CH:25]=2)(=[O:3])=[O:2])=[CH:5][CH:6]=1. Given the reactants [S:1](Cl)([C:4]1[CH:10]=[CH:9][C:7]([CH3:8])=[CH:6][CH:5]=1)(=[O:3])=[O:2].[F:12][C:13]1[CH:14]=[C:15]([C@@H:20]([C:24]2[CH:29]=[CH:28][C:27]([S:30]([CH3:33])(=[O:32])=[O:31])=[CH:26][CH:25]=2)[CH2:21][CH2:22][OH:23])[CH:16]=[C:17]([F:19])[CH:18]=1, predict the reaction product. (2) Given the reactants FC(F)(F)C1C=C(C=C(C(F)(F)F)C=1)N.C([O:20][C:21](=[O:39])[C@H:22]([CH3:38])[NH:23][C:24]1[CH:29]=[C:28]([C:30]([F:33])([F:32])[F:31])[CH:27]=[C:26]([C:34]([F:37])([F:36])[F:35])[CH:25]=1)C(C)C, predict the reaction product. The product is: [F:31][C:30]([F:32])([F:33])[C:28]1[CH:29]=[C:24]([NH:23][C@H:22]([C:21]([OH:39])=[O:20])[CH3:38])[CH:25]=[C:26]([C:34]([F:37])([F:36])[F:35])[CH:27]=1. (3) Given the reactants [F:1][C:2]1[CH:17]=[CH:16][C:5]([CH2:6][N:7]2[CH:12]3[CH2:13][CH2:14][CH:8]2[C:9](=O)[NH:10][CH2:11]3)=[CH:4][CH:3]=1.[H-].[Al+3].[Li+].[H-].[H-].[H-], predict the reaction product. The product is: [F:1][C:2]1[CH:17]=[CH:16][C:5]([CH2:6][N:7]2[CH:12]3[CH2:13][CH2:14][CH:8]2[CH2:9][NH:10][CH2:11]3)=[CH:4][CH:3]=1. (4) The product is: [C:1]([O:5][C:6](=[O:32])[N:7]([C:8]1[CH:13]=[CH:12][C:11]([C:14](=[O:30])[NH:15][CH2:16][C:17]2[S:18][C:19]([O:22][C:23]3[CH:28]=[CH:27][CH:26]=[C:25]([F:29])[CH:24]=3)=[CH:20][CH:21]=2)=[C:10]([NH2:31])[N:9]=1)[CH3:34])([CH3:4])([CH3:2])[CH3:3]. Given the reactants [C:1]([O:5][C:6](=[O:32])[NH:7][C:8]1[CH:13]=[CH:12][C:11]([C:14](=[O:30])[NH:15][CH2:16][C:17]2[S:18][C:19]([O:22][C:23]3[CH:28]=[CH:27][CH:26]=[C:25]([F:29])[CH:24]=3)=[CH:20][CH:21]=2)=[C:10]([NH2:31])[N:9]=1)([CH3:4])([CH3:3])[CH3:2].N[C:34]1N=C(N)C=CC=1C(O)=O.CI.[H-].[Na+], predict the reaction product. (5) Given the reactants C(OC([NH:11][C@H:12]([CH2:16][OH:17])[C:13]([OH:15])=O)=O)C1C=CC=CC=1.C[N:19]1[CH2:24][CH2:23]O[CH2:21][CH2:20]1.Cl[C:26](OCC(C)C)=O.N1CCCC1, predict the reaction product. The product is: [NH2:11][C@H:12]([CH2:16][OH:17])[C:13]([N:19]1[CH2:20][CH2:21][CH2:26][CH2:23][CH2:24]1)=[O:15]. (6) Given the reactants C[N+]1([O-])CCOCC1.[Si:9]([O:16][C@@H:17]1[CH2:22][C@H:21]([OH:23])[CH2:20][CH2:19][C@H:18]1[NH:24][C:25](=[O:31])[O:26][C:27]([CH3:30])([CH3:29])[CH3:28])([C:12]([CH3:15])([CH3:14])[CH3:13])([CH3:11])[CH3:10].C([BH-](C(CC)C)C(CC)C)(CC)C.[Li+].[NH4+].[Cl-], predict the reaction product. The product is: [Si:9]([O:16][C@@H:17]1[CH2:22][C@@H:21]([OH:23])[CH2:20][CH2:19][C@H:18]1[NH:24][C:25](=[O:31])[O:26][C:27]([CH3:30])([CH3:29])[CH3:28])([C:12]([CH3:15])([CH3:14])[CH3:13])([CH3:11])[CH3:10]. (7) The product is: [NH2:1][C:4]1[CH:9]=[CH:8][C:7]([C:10]2[S:11][C:12]3[CH:18]=[C:17]([CH3:19])[CH:16]=[C:15]([O:20][S:21]([OH:24])(=[O:23])=[O:22])[C:13]=3[N:14]=2)=[CH:6][CH:5]=1. Given the reactants [N+:1]([C:4]1[CH:9]=[CH:8][C:7]([C:10]2[S:11][C:12]3[CH:18]=[C:17]([CH3:19])[CH:16]=[C:15]([O:20][S:21]([OH:24])(=[O:23])=[O:22])[C:13]=3[N:14]=2)=[CH:6][CH:5]=1)([O-])=O.O.O.Cl[Sn]Cl, predict the reaction product. (8) Given the reactants Cl.C(N=C=NCCCN(C)C)C.ON1C2C=CC=CC=2N=N1.[CH2:23]([C:27]1[N:28]([CH2:42][C:43]2[CH:48]=[CH:47][C:46]([C:49]3[CH:54]=[CH:53][CH:52]=[CH:51][C:50]=3[C:55]#[N:56])=[CH:45][CH:44]=2)[C:29]([C:39](O)=[O:40])=[C:30]([C:32]2[CH:37]=[CH:36][C:35]([F:38])=[CH:34][CH:33]=2)[N:31]=1)[CH2:24][CH2:25][CH3:26].[CH2:57]([NH:59][CH2:60][CH3:61])[CH3:58], predict the reaction product. The product is: [CH2:23]([C:27]1[N:28]([CH2:42][C:43]2[CH:44]=[CH:45][C:46]([C:49]3[CH:54]=[CH:53][CH:52]=[CH:51][C:50]=3[C:55]#[N:56])=[CH:47][CH:48]=2)[C:29]([C:39]([N:59]([CH2:60][CH3:61])[CH2:57][CH3:58])=[O:40])=[C:30]([C:32]2[CH:33]=[CH:34][C:35]([F:38])=[CH:36][CH:37]=2)[N:31]=1)[CH2:24][CH2:25][CH3:26]. (9) The product is: [O:1]1[C:10]2[C:5](=[N:6][CH:7]=[CH:8][CH:9]=2)[O:4][C@@H:3]([C:11]2[CH:12]=[CH:13][C:14]([CH2:15][N:16]3[CH2:21][CH2:20][CH:19]([C:22]([N:27]4[CH2:30][CH:29]([OH:31])[CH2:28]4)=[O:23])[CH2:18][CH2:17]3)=[CH:25][CH:26]=2)[CH2:2]1. Given the reactants [O:1]1[C:10]2[C:5](=[N:6][CH:7]=[CH:8][CH:9]=2)[O:4][C@@H:3]([C:11]2[CH:26]=[CH:25][C:14]([CH2:15][N:16]3[CH2:21][CH2:20][CH:19]([C:22](O)=[O:23])[CH2:18][CH2:17]3)=[CH:13][CH:12]=2)[CH2:2]1.[NH:27]1[CH2:30][CH:29]([OH:31])[CH2:28]1, predict the reaction product. (10) The product is: [NH2:17][C:3]1[CH:4]=[C:5]([C:8]2[CH:13]=[CH:12][C:11]([C:14]#[N:15])=[CH:10][C:9]=2[F:16])[CH:6]=[CH:7][C:2]=1[NH2:1]. Given the reactants [NH2:1][C:2]1[CH:7]=[CH:6][C:5]([C:8]2[CH:13]=[CH:12][C:11]([C:14]#[N:15])=[CH:10][C:9]=2[F:16])=[CH:4][C:3]=1[N+:17]([O-])=O, predict the reaction product.